From a dataset of Forward reaction prediction with 1.9M reactions from USPTO patents (1976-2016). Predict the product of the given reaction. (1) Given the reactants [F:1][CH:2]1[C:7]([O:10][CH3:11])([O:8][CH3:9])[CH2:6][CH2:5][N:4](C(OCC2C=CC=CC=2)=O)[CH2:3]1, predict the reaction product. The product is: [F:1][CH:2]1[C:7]([O:10][CH3:11])([O:8][CH3:9])[CH2:6][CH2:5][NH:4][CH2:3]1. (2) The product is: [Br:1][C:2]1[CH:7]=[C:6]([C:8]2[N:20]3[CH:21]=[CH:22][CH:23]=[C:24]([CH3:25])[C:19]3=[N:18][C:9]=2[C:11]2[CH:16]=[CH:15][CH:14]=[C:13]([CH3:17])[N:12]=2)[CH:5]=[CH:4][N:3]=1. Given the reactants [Br:1][C:2]1[CH:7]=[C:6]([CH2:8][C:9]([C:11]2[CH:16]=[CH:15][CH:14]=[C:13]([CH3:17])[N:12]=2)=O)[CH:5]=[CH:4][N:3]=1.[NH2:18][C:19]1[C:24]([CH3:25])=[CH:23][CH:22]=[CH:21][N:20]=1, predict the reaction product. (3) Given the reactants [NH2:1][C:2]1[C:11]2[N:12]=[C:13]([CH2:15][CH3:16])[S:14][C:10]=2[C:9]2[CH:8]=[CH:7][C:6]([OH:17])=[CH:5][C:4]=2[N:3]=1.C(=O)([O-])[O-].[Cs+].[Cs+].Br[CH2:25][CH2:26][C:27]1[C:35]2[C:30](=[CH:31][CH:32]=[CH:33][CH:34]=2)[NH:29][CH:28]=1.CO, predict the reaction product. The product is: [CH2:15]([C:13]1[S:14][C:10]2[C:9]3[CH:8]=[CH:7][C:6]([O:17][CH2:25][CH2:26][C:27]4[C:35]5[C:30](=[CH:31][CH:32]=[CH:33][CH:34]=5)[NH:29][CH:28]=4)=[CH:5][C:4]=3[N:3]=[C:2]([NH2:1])[C:11]=2[N:12]=1)[CH3:16].